This data is from Reaction yield outcomes from USPTO patents with 853,638 reactions. The task is: Predict the reaction yield, written as a fraction of the theoretical maximum amount of product (1.0 means a 100% yield; for example, 0.34 means a 34% yield). The reactants are C(OC(=O)[NH:7][C:8]1[CH:13]=[CH:12][C:11]([C:14]2([CH3:28])[CH2:18][C:17](=[O:19])[N:16]([CH2:20][C:21]3[CH:26]=[CH:25][CH:24]=[CH:23][CH:22]=3)[C:15]2=[O:27])=[CH:10][CH:9]=1)(C)(C)C.Cl.[OH-].[Na+]. The catalyst is C1COCC1.O1CCOCC1.C(OCC)(=O)C. The product is [NH2:7][C:8]1[CH:9]=[CH:10][C:11]([C:14]2([CH3:28])[CH2:18][C:17](=[O:19])[N:16]([CH2:20][C:21]3[CH:22]=[CH:23][CH:24]=[CH:25][CH:26]=3)[C:15]2=[O:27])=[CH:12][CH:13]=1. The yield is 0.810.